Dataset: Full USPTO retrosynthesis dataset with 1.9M reactions from patents (1976-2016). Task: Predict the reactants needed to synthesize the given product. (1) Given the product [Cl:3][C:4]1[CH:5]=[CH:6][C:7]([N:10]2[C:27](=[O:28])[C:19]3([CH2:21][CH:20]3[C:22]([OH:24])=[O:23])[C:14]3=[N:15][N:16]=[C:17]([CH3:18])[N:13]3[C:12]3[CH:29]=[CH:30][CH:31]=[CH:32][C:11]2=3)=[CH:8][CH:9]=1, predict the reactants needed to synthesize it. The reactants are: [OH-].[Na+].[Cl:3][C:4]1[CH:9]=[CH:8][C:7]([N:10]2[C:27](=[O:28])[C:19]3([CH2:21][CH:20]3[C:22]([O:24]CC)=[O:23])[C:14]3=[N:15][N:16]=[C:17]([CH3:18])[N:13]3[C:12]3[CH:29]=[CH:30][CH:31]=[CH:32][C:11]2=3)=[CH:6][CH:5]=1.Cl. (2) Given the product [CH2:11]([N:15]1[C:24]2[CH2:23][CH2:22][CH2:21][CH2:20][C:19]=2[CH:18]=[C:17]([CH:25]=[O:26])[C:16]1=[O:27])[CH2:12][CH2:13][CH3:14], predict the reactants needed to synthesize it. The reactants are: CS(C)=O.C(Cl)(=O)C(Cl)=O.[CH2:11]([N:15]1[C:24]2[CH2:23][CH2:22][CH2:21][CH2:20][C:19]=2[CH:18]=[C:17]([CH2:25][OH:26])[C:16]1=[O:27])[CH2:12][CH2:13][CH3:14].C(N(CC)CC)C.Cl. (3) Given the product [CH2:36]([NH:32][C:27](=[O:28])[CH2:26][CH:23]1[S:22][C:21]([C:16]2[NH:17][C:18]3[C:14]([CH:15]=2)=[CH:13][C:12]([O:11][C:8]2[CH:9]=[N:10][C:5]([S:2]([CH3:1])(=[O:4])=[O:3])=[CH:6][CH:7]=2)=[CH:20][CH:19]=3)=[N:25][CH2:24]1)[CH3:35], predict the reactants needed to synthesize it. The reactants are: [CH3:1][S:2]([C:5]1[N:10]=[CH:9][C:8]([O:11][C:12]2[CH:13]=[C:14]3[C:18](=[CH:19][CH:20]=2)[NH:17][C:16]([C:21]2[S:22][CH:23]([CH2:26][C:27](O)=[O:28])[CH2:24][N:25]=2)=[CH:15]3)=[CH:7][CH:6]=1)(=[O:4])=[O:3].O.O[N:32]1[C:36]2C=CC=C[C:35]=2N=N1.Cl.C(N=C=NCCCN(C)C)C.O1CCCC1.C(N)C. (4) Given the product [F:35][C:33]1[CH:32]=[CH:31][C:30]([N:36]2[N:40]=[CH:39][CH:38]=[N:37]2)=[C:29]([C:27]([N:21]2[CH2:22][CH2:23][C@@H:24]3[C@@H:19]([N:26]([C:42]4[N:43]=[C:44]([NH2:49])[N:45]=[C:46]([NH2:48])[CH:47]=4)[CH2:25]3)[CH2:20]2)=[O:28])[CH:34]=1, predict the reactants needed to synthesize it. The reactants are: C12N(C3C=NC4C(=CC=CC=4)N=3)CC1CCNC2.[C@@H:19]12[NH:26][CH2:25][C@@H:24]1[CH2:23][CH2:22][N:21]([C:27]([C:29]1[CH:34]=[C:33]([F:35])[CH:32]=[CH:31][C:30]=1[N:36]1[N:40]=[CH:39][CH:38]=[N:37]1)=[O:28])[CH2:20]2.Cl[C:42]1[CH:47]=[C:46]([NH2:48])[N:45]=[C:44]([NH2:49])[N:43]=1. (5) Given the product [CH:1]1([CH2:4][N:5]2[CH:9]=[C:8]([C:17]3[N:22]=[C:21]([NH:23][C:24]4[N:29]=[CH:28][C:27]5[N:30]=[C:31]([CH3:36])[N:32]([CH:33]([CH3:34])[CH3:35])[C:26]=5[CH:25]=4)[CH:20]=[CH:19][N:18]=3)[C:7]([N+:13]([O-:15])=[O:14])=[N:6]2)[CH2:3][CH2:2]1, predict the reactants needed to synthesize it. The reactants are: [CH:1]1([CH2:4][N:5]2[CH:9]=[C:8](B(O)O)[C:7]([N+:13]([O-:15])=[O:14])=[N:6]2)[CH2:3][CH2:2]1.Cl[C:17]1[N:22]=[C:21]([NH:23][C:24]2[N:29]=[CH:28][C:27]3[N:30]=[C:31]([CH3:36])[N:32]([CH:33]([CH3:35])[CH3:34])[C:26]=3[CH:25]=2)[CH:20]=[CH:19][N:18]=1.C(=O)([O-])[O-].[Na+].[Na+]. (6) Given the product [C:66]([O:70][C:71](=[O:72])[NH:73][C:74]1([C:77](=[O:78])[NH:57][CH2:56][C:55]2[CH:54]=[CH:53][C:52]([N:48]3[C:49]4[C:45](=[CH:44][C:43]([F:42])=[CH:51][CH:50]=4)[CH:46]=[C:47]3[C:60]3[O:64][N:63]=[C:62]([CH3:65])[N:61]=3)=[CH:59][CH:58]=2)[CH2:75][CH2:76]1)([CH3:69])([CH3:67])[CH3:68], predict the reactants needed to synthesize it. The reactants are: C(OC(=O)NCC1C=CC(N2C3C(=CC(F)=CC=3)C=C2C2ON=C(C)N=2)=CC=1)(C)(C)C.ClCCl.FC(F)(F)C(O)=O.[F:42][C:43]1[CH:44]=[C:45]2[C:49](=[CH:50][CH:51]=1)[N:48]([C:52]1[CH:59]=[CH:58][C:55]([CH2:56][NH2:57])=[CH:54][CH:53]=1)[C:47]([C:60]1[O:64][N:63]=[C:62]([CH3:65])[N:61]=1)=[CH:46]2.[C:66]([O:70][C:71]([NH:73][C:74]1([C:77](O)=[O:78])[CH2:76][CH2:75]1)=[O:72])([CH3:69])([CH3:68])[CH3:67].C(Cl)CCl.